From a dataset of NCI-60 drug combinations with 297,098 pairs across 59 cell lines. Regression. Given two drug SMILES strings and cell line genomic features, predict the synergy score measuring deviation from expected non-interaction effect. (1) Drug 1: CC1=CC=C(C=C1)C2=CC(=NN2C3=CC=C(C=C3)S(=O)(=O)N)C(F)(F)F. Drug 2: C1=CN(C=N1)CC(O)(P(=O)(O)O)P(=O)(O)O. Cell line: MOLT-4. Synergy scores: CSS=-6.24, Synergy_ZIP=8.78, Synergy_Bliss=6.93, Synergy_Loewe=1.13, Synergy_HSA=-1.46. (2) Drug 1: CC1=C(C(=CC=C1)Cl)NC(=O)C2=CN=C(S2)NC3=CC(=NC(=N3)C)N4CCN(CC4)CCO. Drug 2: C(CC(=O)O)C(=O)CN.Cl. Cell line: SK-OV-3. Synergy scores: CSS=20.3, Synergy_ZIP=-5.80, Synergy_Bliss=-0.125, Synergy_Loewe=-4.12, Synergy_HSA=3.31. (3) Drug 1: C1C(C(OC1N2C=NC3=C(N=C(N=C32)Cl)N)CO)O. Drug 2: CC1=C(C=C(C=C1)NC(=O)C2=CC=C(C=C2)CN3CCN(CC3)C)NC4=NC=CC(=N4)C5=CN=CC=C5. Cell line: RPMI-8226. Synergy scores: CSS=27.5, Synergy_ZIP=-3.66, Synergy_Bliss=0.927, Synergy_Loewe=2.06, Synergy_HSA=2.37. (4) Drug 1: CCC1(CC2CC(C3=C(CCN(C2)C1)C4=CC=CC=C4N3)(C5=C(C=C6C(=C5)C78CCN9C7C(C=CC9)(C(C(C8N6C=O)(C(=O)OC)O)OC(=O)C)CC)OC)C(=O)OC)O.OS(=O)(=O)O. Drug 2: CC1CCC2CC(C(=CC=CC=CC(CC(C(=O)C(C(C(=CC(C(=O)CC(OC(=O)C3CCCCN3C(=O)C(=O)C1(O2)O)C(C)CC4CCC(C(C4)OC)OCCO)C)C)O)OC)C)C)C)OC. Cell line: RPMI-8226. Synergy scores: CSS=47.4, Synergy_ZIP=4.65, Synergy_Bliss=3.01, Synergy_Loewe=-10.2, Synergy_HSA=0.426. (5) Drug 1: C1=CN(C=N1)CC(O)(P(=O)(O)O)P(=O)(O)O. Drug 2: C1CN1C2=NC(=NC(=N2)N3CC3)N4CC4. Cell line: DU-145. Synergy scores: CSS=55.4, Synergy_ZIP=-3.49, Synergy_Bliss=-3.66, Synergy_Loewe=-7.29, Synergy_HSA=-1.86. (6) Drug 1: COC1=NC(=NC2=C1N=CN2C3C(C(C(O3)CO)O)O)N. Drug 2: C(CC(=O)O)C(=O)CN.Cl. Cell line: MDA-MB-231. Synergy scores: CSS=10.4, Synergy_ZIP=-3.41, Synergy_Bliss=-0.855, Synergy_Loewe=-0.927, Synergy_HSA=-1.62. (7) Drug 1: C1=CC(=CC=C1CC(C(=O)O)N)N(CCCl)CCCl.Cl. Drug 2: CC1=C(C(=O)C2=C(C1=O)N3CC4C(C3(C2COC(=O)N)OC)N4)N. Cell line: IGROV1. Synergy scores: CSS=33.2, Synergy_ZIP=-2.78, Synergy_Bliss=6.73, Synergy_Loewe=8.41, Synergy_HSA=10.3. (8) Drug 1: C1=CC(=CC=C1CCCC(=O)O)N(CCCl)CCCl. Drug 2: C(CC(=O)O)C(=O)CN.Cl. Cell line: NCI/ADR-RES. Synergy scores: CSS=11.8, Synergy_ZIP=-7.29, Synergy_Bliss=-2.63, Synergy_Loewe=-12.3, Synergy_HSA=-3.27.